From a dataset of Forward reaction prediction with 1.9M reactions from USPTO patents (1976-2016). Predict the product of the given reaction. (1) Given the reactants CC1(C)C(C)(C)OB([C:9]2[CH:14]=[CH:13][C:12]([CH2:15][CH2:16][CH2:17][OH:18])=[CH:11][CH:10]=2)O1.I[C:21]1[CH:33]=[CH:32][CH:31]=[CH:30][C:22]=1[C:23]([O:25][C:26]([CH3:29])([CH3:28])[CH3:27])=[O:24].C(=O)([O-])[O-].[Na+].[Na+].CN(C=O)C, predict the reaction product. The product is: [OH:18][CH2:17][CH2:16][CH2:15][C:12]1[CH:13]=[CH:14][C:9]([C:21]2[C:22]([C:23]([O:25][C:26]([CH3:29])([CH3:28])[CH3:27])=[O:24])=[CH:30][CH:31]=[CH:32][CH:33]=2)=[CH:10][CH:11]=1. (2) Given the reactants [Cl:1][C:2]1[CH:7]=[CH:6][C:5]([CH:8]2[CH2:12][N:11]([C:13]([CH:15]3[CH2:20][CH2:19][NH:18][CH2:17][CH2:16]3)=[O:14])[CH2:10][CH:9]2[N:21]([CH3:36])[C:22](=[O:35])[C:23]2[CH:28]=[CH:27][C:26]([O:29][CH3:30])=[C:25]([C:31]([F:34])([F:33])[F:32])[CH:24]=2)=[CH:4][CH:3]=1.C(O[BH-](O[C:47](=O)[CH3:48])OC(=O)C)(=O)C.[Na+].[C:51](=O)([O-])[O-].[Na+].[Na+], predict the reaction product. The product is: [Cl:1][C:2]1[CH:3]=[CH:4][C:5]([CH:8]2[CH2:12][N:11]([C:13]([CH:15]3[CH2:20][CH2:19][N:18]([CH:47]([CH3:48])[CH3:51])[CH2:17][CH2:16]3)=[O:14])[CH2:10][CH:9]2[N:21]([CH3:36])[C:22](=[O:35])[C:23]2[CH:28]=[CH:27][C:26]([O:29][CH3:30])=[C:25]([C:31]([F:33])([F:32])[F:34])[CH:24]=2)=[CH:6][CH:7]=1. (3) Given the reactants Cl[C:2]([O:4][CH2:5][CH3:6])=[O:3].[F:7][C:8]([F:43])([F:42])[C:9]1[CH:10]=[C:11]([CH:19]([C:36]2[N:37]=[N:38][N:39]([CH3:41])[N:40]=2)[N:20]2[C:29]3[C:24](=[CH:25][CH:26]=[C:27]([C:30]([F:33])([F:32])[F:31])[CH:28]=3)[NH:23][C@@H:22]([CH2:34][CH3:35])[CH2:21]2)[CH:12]=[C:13]([C:15]([F:18])([F:17])[F:16])[CH:14]=1.N1C=CC=CC=1, predict the reaction product. The product is: [F:18][C:15]([F:16])([F:17])[C:13]1[CH:12]=[C:11]([CH:19]([C:36]2[N:37]=[N:38][N:39]([CH3:41])[N:40]=2)[N:20]2[C:29]3[C:24](=[CH:25][CH:26]=[C:27]([C:30]([F:32])([F:31])[F:33])[CH:28]=3)[N:23]([C:2]([O:4][CH2:5][CH3:6])=[O:3])[C@@H:22]([CH2:34][CH3:35])[CH2:21]2)[CH:10]=[C:9]([C:8]([F:43])([F:42])[F:7])[CH:14]=1. (4) The product is: [CH3:16][C:17]1[CH:18]=[C:19]([CH:23]=[CH:24][N:25]=1)[C:20]([NH:2][C:3]1[N:8]=[C:7]2[N:9]([CH3:15])[C:10](=[O:14])[C:11]([CH3:12])([CH3:13])[C:6]2=[CH:5][CH:4]=1)=[O:21]. Given the reactants Cl.[NH2:2][C:3]1[N:8]=[C:7]2[N:9]([CH3:15])[C:10](=[O:14])[C:11]([CH3:13])([CH3:12])[C:6]2=[CH:5][CH:4]=1.[CH3:16][C:17]1[CH:18]=[C:19]([CH:23]=[CH:24][N:25]=1)[C:20](O)=[O:21], predict the reaction product. (5) Given the reactants [Cl:1][C:2]1[C:3]([NH:12][CH2:13][CH:14]([OH:23])[CH2:15][CH2:16][C:17]2[CH:22]=[CH:21][CH:20]=[CH:19][CH:18]=2)=[N:4][C:5]2[C:10]([N:11]=1)=[CH:9][CH:8]=[CH:7][CH:6]=2.ClC1C(NCC(=O)CC(C)C)=NC2C(N=1)=CC=CC=2.CS(C)=O.N(C)(C)C, predict the reaction product. The product is: [Cl:1][C:2]1[C:3]([NH:12][CH2:13][C:14](=[O:23])[CH2:15][CH2:16][C:17]2[CH:22]=[CH:21][CH:20]=[CH:19][CH:18]=2)=[N:4][C:5]2[C:10]([N:11]=1)=[CH:9][CH:8]=[CH:7][CH:6]=2.